From a dataset of Forward reaction prediction with 1.9M reactions from USPTO patents (1976-2016). Predict the product of the given reaction. Given the reactants [H-].[Na+].[F:3][C:4]([F:10])([F:9])[S:5]([O-])(=O)=O.[F:3][C:4]([F:10])([F:9])[S+:5]1C2C=CC=CC=2C2C=CC=CC1=2.[Br:28][C:29]1[CH:30]=[CH:31][C:32](S)=[C:33]([CH2:35][OH:36])[CH:34]=1, predict the reaction product. The product is: [Br:28][C:29]1[CH:30]=[CH:31][C:32]([S:5][C:4]([F:10])([F:9])[F:3])=[C:33]([CH2:35][OH:36])[CH:34]=1.